Dataset: Forward reaction prediction with 1.9M reactions from USPTO patents (1976-2016). Task: Predict the product of the given reaction. Given the reactants [OH:1][N:2]1[C:10](=[O:11])[C:9]2[C:4](=[CH:5][CH:6]=[CH:7][CH:8]=2)[C:3]1=[O:12].Br[CH2:14][CH2:15][Cl:16].C(N(CC)CC)C, predict the reaction product. The product is: [Cl:16][CH2:15][CH2:14][O:1][N:2]1[C:10](=[O:11])[C:9]2[C:4](=[CH:5][CH:6]=[CH:7][CH:8]=2)[C:3]1=[O:12].